Predict which catalyst facilitates the given reaction. From a dataset of Catalyst prediction with 721,799 reactions and 888 catalyst types from USPTO. (1) Reactant: Br[Mg][CH:3]([CH3:5])[CH3:4].[CH2:6]([O:13][C@H:14]1[C@H:19]([O:20][CH2:21][C:22]2[CH:27]=[CH:26][CH:25]=[CH:24][CH:23]=2)[C@H:18]([O:28][CH2:29][C:30]2[CH:35]=[CH:34][CH:33]=[CH:32][CH:31]=2)[C@@H:17]([O:36][CH2:37][C:38]2[CH:43]=[CH:42][CH:41]=[CH:40][CH:39]=2)[O:16][C@@H:15]1[CH:44]=[O:45])[C:7]1[CH:12]=[CH:11][CH:10]=[CH:9][CH:8]=1. Product: [CH3:4][CH:3]([CH3:5])[C@@H:44]([C@@H:15]1[C@@H:14]([O:13][CH2:6][C:7]2[CH:8]=[CH:9][CH:10]=[CH:11][CH:12]=2)[C@H:19]([O:20][CH2:21][C:22]2[CH:27]=[CH:26][CH:25]=[CH:24][CH:23]=2)[C@H:18]([O:28][CH2:29][C:30]2[CH:31]=[CH:32][CH:33]=[CH:34][CH:35]=2)[C@@H:17]([O:36][CH2:37][C:38]2[CH:43]=[CH:42][CH:41]=[CH:40][CH:39]=2)[O:16]1)[OH:45]. The catalyst class is: 1. (2) Reactant: [Br:1][C:2]1[CH:3]=[C:4]2[C:9](=[CH:10][C:11]=1F)[O:8][CH:7](C1C=CC=CC=1)[CH2:6][C:5]2=O.[C:20](=[N:26][Si](C)(C)C)=[N:21][Si](C)(C)C. Product: [Br:1][C:2]1[CH:3]=[C:4]2[C:9](=[CH:10][CH:11]=1)[O:8][CH2:7][CH2:6][C:5]2=[N:26][C:20]#[N:21]. The catalyst class is: 388.